Dataset: Forward reaction prediction with 1.9M reactions from USPTO patents (1976-2016). Task: Predict the product of the given reaction. (1) Given the reactants Cl.Cl.[N:3]12[CH2:11][CH2:10][CH:7]([CH2:8][CH2:9]1)[NH:6][CH2:5][CH2:4]2.[CH3:12][O:13][C:14]1[CH:19]=[CH:18][C:17]2[O:20][CH2:21][C:22]3[C:26]([C:27](O)=[O:28])=[N:25][NH:24][C:23]=3[C:16]=2[CH:15]=1, predict the reaction product. The product is: [N:3]12[CH2:11][CH2:10][CH:7]([CH2:8][CH2:9]1)[N:6]([C:27]([C:26]1[C:22]3[CH2:21][O:20][C:17]4[CH:18]=[CH:19][C:14]([O:13][CH3:12])=[CH:15][C:16]=4[C:23]=3[NH:24][N:25]=1)=[O:28])[CH2:5][CH2:4]2. (2) The product is: [O:13]1[CH2:12][CH2:11][N:10]([C:7]2[CH:6]=[CH:5][C:4]([NH2:1])=[CH:9][CH:8]=2)[CH2:15][CH2:14]1. Given the reactants [N+:1]([C:4]1[CH:9]=[CH:8][C:7]([N:10]2[CH2:15][CH2:14][O:13][CH2:12][CH2:11]2)=[CH:6][CH:5]=1)([O-])=O.[H][H], predict the reaction product. (3) Given the reactants Cl[C:2]1[N:7]=[C:6]([N:8]2[CH2:13][CH2:12][O:11][CH2:10][CH2:9]2)[N:5]=[C:4]([N:14]2[C:18]3[CH:19]=[CH:20][CH:21]=[C:22]([O:23][CH3:24])[C:17]=3[N:16]=[C:15]2[CH:25]([F:27])[F:26])[N:3]=1.FC(F)(F)C([O-])=O.[Cl:35][CH2:36][C:37]([N:39]1[CH2:44][CH2:43][NH2+:42][CH2:41][CH2:40]1)=[O:38], predict the reaction product. The product is: [Cl:35][CH2:36][C:37]([N:39]1[CH2:44][CH2:43][N:42]([C:2]2[N:7]=[C:6]([N:8]3[CH2:9][CH2:10][O:11][CH2:12][CH2:13]3)[N:5]=[C:4]([N:14]3[C:18]4[CH:19]=[CH:20][CH:21]=[C:22]([O:23][CH3:24])[C:17]=4[N:16]=[C:15]3[CH:25]([F:27])[F:26])[N:3]=2)[CH2:41][CH2:40]1)=[O:38].